From a dataset of Peptide-MHC class I binding affinity with 185,985 pairs from IEDB/IMGT. Regression. Given a peptide amino acid sequence and an MHC pseudo amino acid sequence, predict their binding affinity value. This is MHC class I binding data. (1) The peptide sequence is KCRVKMEKL. The MHC is HLA-B08:02 with pseudo-sequence HLA-B08:02. The binding affinity (normalized) is 0.0847. (2) The peptide sequence is MSLYMAISPK. The MHC is HLA-A11:01 with pseudo-sequence HLA-A11:01. The binding affinity (normalized) is 1.00. (3) The peptide sequence is AYERMFNIL. The MHC is H-2-Kd with pseudo-sequence H-2-Kd. The binding affinity (normalized) is 0.673. (4) The peptide sequence is LVIASLPLF. The MHC is HLA-A29:02 with pseudo-sequence HLA-A29:02. The binding affinity (normalized) is 0.343.